Predict which catalyst facilitates the given reaction. From a dataset of Catalyst prediction with 721,799 reactions and 888 catalyst types from USPTO. (1) Reactant: Cl.[N+:2]([C:5]1[CH:14]=[C:13]2[C:8]([CH2:9][CH2:10][NH:11][CH2:12]2)=[CH:7][CH:6]=1)([O-])=O.C([O-])(O)=O.[Na+]. Product: [NH2:2][C:5]1[CH:14]=[C:13]2[C:8]([CH2:9][CH2:10][NH:11][CH2:12]2)=[CH:7][CH:6]=1. The catalyst class is: 2. (2) Reactant: [CH3:1][CH2:2][CH2:3][S:4][C:5]1[N:6]=[C:7]([NH:25][C@H:26]2[C@H:28]([C:29]3[CH:30]=[CH:31][C:32]([F:36])=[C:33]([F:35])[CH:34]=3)[CH2:27]2)[C:8]2[N:13]=[N:12][N:11]([C@H:14]3[C@H:18]([OH:19])[C@H:17]([OH:20])[C@@H:16]([O:21][CH2:22][CH2:23][OH:24])[CH2:15]3)[C:9]=2[N:10]=1.CC(C)=O.[C:41]([OH:48])(=[O:47])[CH2:42][CH2:43][C:44]([OH:46])=[O:45]. Product: [CH3:1][CH2:2][CH2:3][S:4][C:5]1[N:6]=[C:7]([NH:25][C@H:26]2[C@H:28]([C:29]3[CH:30]=[CH:31][C:32]([F:36])=[C:33]([F:35])[CH:34]=3)[CH2:27]2)[C:8]2[N:13]=[N:12][N:11]([C@H:14]3[C@H:18]([OH:19])[C@H:17]([OH:20])[C@@H:16]([O:21][CH2:22][CH2:23][OH:24])[CH2:15]3)[C:9]=2[N:10]=1.[C:41]([O-:48])(=[O:47])[CH2:42][CH2:43][C:44]([O-:46])=[O:45]. The catalyst class is: 81. (3) Reactant: [CH3:1][O:2][C:3]1[CH:4]=[C:5]([CH:24]=[CH:25][C:26]=1[O:27][CH3:28])[CH2:6][NH:7][C:8](=[O:23])[C:9]1[CH:14]=[C:13]([N+:15]([O-:17])=[O:16])[CH:12]=[CH:11][C:10]=1[NH:18][C@H:19]([CH3:22])[CH2:20][OH:21].F[B-](F)(F)F.[CH3:34][O+](C)C.C(C1C=C(C)C=C(C(C)(C)C)N=1)(C)(C)C. Product: [CH3:1][O:2][C:3]1[CH:4]=[C:5]([CH:24]=[CH:25][C:26]=1[O:27][CH3:28])[CH2:6][NH:7][C:8](=[O:23])[C:9]1[CH:14]=[C:13]([N+:15]([O-:17])=[O:16])[CH:12]=[CH:11][C:10]=1[NH:18][C@H:19]([CH3:22])[CH2:20][O:21][CH3:34]. The catalyst class is: 26. (4) Reactant: CC1C=CC(S(O[CH2:12][C@@H:13]2[O:27][C:17]3=[C:18]4[C:23](=[C:24]([F:26])[CH:25]=[C:16]3[O:15][CH2:14]2)[N:22]=[CH:21][CH:20]=[CH:19]4)(=O)=O)=CC=1.[NH:28]1[CH2:33][CH:32]=[C:31]([C:34]2[C:42]3[C:37](=[CH:38][CH:39]=[CH:40][CH:41]=3)[NH:36][CH:35]=2)[CH2:30][CH2:29]1. Product: [F:26][C:24]1[CH:25]=[C:16]2[O:15][CH2:14][CH:13]([CH2:12][N:28]3[CH2:29][CH:30]=[C:31]([C:34]4[C:42]5[C:37](=[CH:38][CH:39]=[CH:40][CH:41]=5)[NH:36][CH:35]=4)[CH2:32][CH2:33]3)[O:27][C:17]2=[C:18]2[C:23]=1[N:22]=[CH:21][CH:20]=[CH:19]2. The catalyst class is: 16.